From a dataset of CYP2C19 inhibition data for predicting drug metabolism from PubChem BioAssay. Regression/Classification. Given a drug SMILES string, predict its absorption, distribution, metabolism, or excretion properties. Task type varies by dataset: regression for continuous measurements (e.g., permeability, clearance, half-life) or binary classification for categorical outcomes (e.g., BBB penetration, CYP inhibition). Dataset: cyp2c19_veith. (1) The drug is CC(=O)Nc1cccn2c(C(F)(F)F)nnc12. The result is 0 (non-inhibitor). (2) The compound is CCCCc1ccc(-c2csc(/C(C#N)=C/c3ccc(C)o3)n2)cc1. The result is 1 (inhibitor). (3) The molecule is Nc1ccc(S(=O)(=O)NCc2nccs2)cc1. The result is 1 (inhibitor). (4) The drug is COc1ccc2[nH]cc(CCNc3ncnc4ccc(-c5ccc6c(c5)OCO6)cc34)c2c1. The result is 1 (inhibitor). (5) The drug is CCNc1ncc2nc(CCc3ccccc3)c(=O)n(CCC#N)c2n1. The result is 1 (inhibitor). (6) The drug is Nc1nc(N)c(N=Nc2ccc([As](=O)(O)O)c(O)c2)c(N)n1. The result is 0 (non-inhibitor).